Dataset: Forward reaction prediction with 1.9M reactions from USPTO patents (1976-2016). Task: Predict the product of the given reaction. (1) Given the reactants Cl.[CH3:2][C:3]([CH3:14])([O:5][N:6]=[C:7]1[CH2:12][CH2:11][CH:10]([NH2:13])[CH2:9][CH2:8]1)[CH3:4].Cl[C:16]([O:18][C:19]1[CH:24]=[CH:23][C:22]([N+:25]([O-:27])=[O:26])=[CH:21][CH:20]=1)=[O:17].C(N(C(C)C)CC)(C)C, predict the reaction product. The product is: [CH3:4][C:3]([CH3:14])([O:5][N:6]=[C:7]1[CH2:8][CH2:9][CH:10]([NH:13][C:16](=[O:17])[O:18][C:19]2[CH:20]=[CH:21][C:22]([N+:25]([O-:27])=[O:26])=[CH:23][CH:24]=2)[CH2:11][CH2:12]1)[CH3:2]. (2) Given the reactants Br[C:2]1[CH:17]=[CH:16][CH:15]=[C:14]([N+:18]([O-:20])=[O:19])[C:3]=1[O:4][CH2:5][CH2:6][O:7][CH:8]1[CH2:13][CH2:12][CH2:11][CH2:10][O:9]1.C(=O)([O-])O.[Na+].[CH:26]1([C:32]2[C:40]3[C:35](=[CH:36][C:37]([C:41]([O:43][CH3:44])=[O:42])=[CH:38][CH:39]=3)[NH:34][C:33]=2B2OC(C)(C)C(C)(C)O2)[CH2:31][CH2:30][CH2:29][CH2:28][CH2:27]1, predict the reaction product. The product is: [CH:26]1([C:32]2[C:40]3[C:35](=[CH:36][C:37]([C:41]([O:43][CH3:44])=[O:42])=[CH:38][CH:39]=3)[NH:34][C:33]=2[C:2]2[CH:17]=[CH:16][CH:15]=[C:14]([N+:18]([O-:20])=[O:19])[C:3]=2[O:4][CH2:5][CH2:6][O:7][CH:8]2[CH2:13][CH2:12][CH2:11][CH2:10][O:9]2)[CH2:27][CH2:28][CH2:29][CH2:30][CH2:31]1. (3) Given the reactants Cl[CH2:2][C:3]([NH:5][C:6]1[CH:7]=[N:8][C:9]([C:12](=[N:14][OH:15])[NH2:13])=[CH:10][CH:11]=1)=[O:4].[NH:16]1[CH2:21][CH2:20][O:19][CH2:18][CH2:17]1, predict the reaction product. The product is: [OH:15][NH:14][C:12]([C:9]1[N:8]=[CH:7][C:6]([NH:5][C:3](=[O:4])[CH2:2][N:16]2[CH2:21][CH2:20][O:19][CH2:18][CH2:17]2)=[CH:11][CH:10]=1)=[NH:13]. (4) Given the reactants [CH2:1]([O:8][C:9](=[O:22])[NH:10][C@H:11]([C:15](=[O:21])[NH:16][CH2:17][CH2:18][CH:19]=O)[C@@H:12]([OH:14])[CH3:13])[C:2]1[CH:7]=[CH:6][CH:5]=[CH:4][CH:3]=1.[NH2:23][C@@H:24]([C@@H:32]([C@@H:34]1[C@@H:38]([O:39][Si:40]([C:43]([CH3:46])([CH3:45])[CH3:44])([CH3:42])[CH3:41])[C@@H:37]([O:47][Si:48]([C:51]([CH3:54])([CH3:53])[CH3:52])([CH3:50])[CH3:49])[C@H:36]([N:55]2[CH:60]=[CH:59][C:58](=[O:61])[N:57]([CH2:62][C:63]3[CH:68]=[CH:67][C:66]([O:69][CH3:70])=[CH:65][CH:64]=3)[C:56]2=[O:71])[O:35]1)[OH:33])[C:25]([O:27][C:28]([CH3:31])([CH3:30])[CH3:29])=[O:26].C(O[BH-](OC(=O)C)OC(=O)C)(=O)C.[Na+], predict the reaction product. The product is: [Si:40]([O:39][C@H:38]1[C@@H:37]([O:47][Si:48]([C:51]([CH3:53])([CH3:54])[CH3:52])([CH3:49])[CH3:50])[C@H:36]([N:55]2[CH:60]=[CH:59][C:58](=[O:61])[N:57]([CH2:62][C:63]3[CH:68]=[CH:67][C:66]([O:69][CH3:70])=[CH:65][CH:64]=3)[C:56]2=[O:71])[O:35][CH:34]1[C@@H:32]([OH:33])[C@@H:24]([C:25]([O:27][C:28]([CH3:31])([CH3:30])[CH3:29])=[O:26])[NH:23][CH2:19][CH2:18][CH2:17][NH:16][C:15](=[O:21])[C@H:11]([C@@H:12]([OH:14])[CH3:13])[NH:10][C:9](=[O:22])[O:8][CH2:1][C:2]1[CH:7]=[CH:6][CH:5]=[CH:4][CH:3]=1)([C:43]([CH3:44])([CH3:45])[CH3:46])([CH3:42])[CH3:41]. (5) Given the reactants [C:9](O[C:9]([O:11][C:12]([CH3:15])([CH3:14])[CH3:13])=[O:10])([O:11][C:12]([CH3:15])([CH3:14])[CH3:13])=[O:10].[NH2:16][CH2:17][CH2:18][OH:19], predict the reaction product. The product is: [OH:19][CH2:18][CH2:17][NH:16][C:9](=[O:10])[O:11][C:12]([CH3:13])([CH3:14])[CH3:15].